From a dataset of Full USPTO retrosynthesis dataset with 1.9M reactions from patents (1976-2016). Predict the reactants needed to synthesize the given product. (1) Given the product [F:29][C:30]1[CH:31]=[C:32]([CH:47]=[C:48]([C:50]2([O:56][CH3:57])[CH2:51][CH2:52][O:53][CH2:54][CH2:55]2)[CH:49]=1)[O:33][CH2:34][C:11]1[CH:10]=[CH:19][CH:18]=[C:17]2[C:12]=1[CH:13]=[CH:14][C:15]([NH:20][NH2:21])=[N:16]2, predict the reactants needed to synthesize it. The reactants are: FC1C=C(C2(O)CCOCC2)C=C(OC[C:10]2[CH:11]=[C:12]3[C:17](=[CH:18][CH:19]=2)[N:16]=[C:15]([NH:20][NH2:21])[CH:14]=[CH:13]3)C=1.[F:29][C:30]1[CH:31]=[C:32]([CH:47]=[C:48]([C:50]2([O:56][CH3:57])[CH2:55][CH2:54][O:53][CH2:52][CH2:51]2)[CH:49]=1)[O:33][CH2:34]C1C=C2C(=CC=1)N=C(NN)C=C2.COC(C1(C2C=C(OCC3C=C4C(=CC=3)N=C(NN)C=C4)C=C(F)C=2)CCOCC1)=O. (2) The reactants are: Cl.[NH2:2][C@H:3]([C:6]1[CH:11]=[CH:10][C:9]([O:12][CH2:13][CH:14]([CH3:18])[CH2:15][CH2:16][CH3:17])=[CH:8][CH:7]=1)[CH2:4][OH:5].C(N(CC)CC)C.[S:26]1[CH:30]=[CH:29][CH:28]=[C:27]1[C@H:31]1[CH2:33][C@@H:32]1[C:34](Cl)=[O:35]. Given the product [OH:5][CH2:4][C@H:3]([NH:2][C:34]([C@H:32]1[CH2:33][C@@H:31]1[C:27]1[S:26][CH:30]=[CH:29][CH:28]=1)=[O:35])[C:6]1[CH:11]=[CH:10][C:9]([O:12][CH2:13][CH:14]([CH3:18])[CH2:15][CH2:16][CH3:17])=[CH:8][CH:7]=1, predict the reactants needed to synthesize it. (3) Given the product [CH3:34][O:35][C:36](=[O:46])[CH2:37][C:38]1[CH:43]=[C:42]([C:13]2[CH:14]=[CH:15][C:16]([C:18]([F:20])([F:19])[F:21])=[CH:17][C:12]=2[CH2:11][N:10]([C:9]([O:8][CH2:1][C:2]2[CH:3]=[CH:4][CH:5]=[CH:6][CH:7]=2)=[O:33])[CH2:31][CH3:32])[CH:41]=[CH:40][C:39]=1[F:45], predict the reactants needed to synthesize it. The reactants are: [CH2:1]([O:8][C:9](=[O:33])[N:10]([CH2:31][CH3:32])[CH2:11][C:12]1[CH:17]=[C:16]([C:18]([F:21])([F:20])[F:19])[CH:15]=[CH:14][C:13]=1B1OC(C)(C)C(C)(C)O1)[C:2]1[CH:7]=[CH:6][CH:5]=[CH:4][CH:3]=1.[CH3:34][O:35][C:36](=[O:46])[CH2:37][C:38]1[CH:43]=[C:42](Br)[CH:41]=[CH:40][C:39]=1[F:45]. (4) Given the product [C:26]([O:25][C:23]([N:22]1[C@@H:10]([CH2:9][OH:8])[CH2:11][CH2:12][C@H:13]1[C:15]1[CH:20]=[CH:19][C:18]([Cl:21])=[CH:17][CH:16]=1)=[O:24])([CH3:29])([CH3:28])[CH3:27], predict the reactants needed to synthesize it. The reactants are: O1CCCC1.C([O:8][C:9](=O)[C@H:10]([NH:22][C:23]([O:25][C:26]([CH3:29])([CH3:28])[CH3:27])=[O:24])[CH2:11][CH2:12][C:13]([C:15]1[CH:20]=[CH:19][C:18]([Cl:21])=[CH:17][CH:16]=1)=O)C.O. (5) Given the product [N+:35](=[CH:34][C:12]([C@@H:9]1[CH2:10][CH2:11][N:8]1[C:6]([O:5][C:1]([CH3:2])([CH3:3])[CH3:4])=[O:7])=[O:14])=[N-:36], predict the reactants needed to synthesize it. The reactants are: [C:1]([O:5][C:6]([N:8]1[CH2:11][CH2:10][C@H:9]1[C:12]([OH:14])=O)=[O:7])([CH3:4])([CH3:3])[CH3:2].ClC(OCC(C)C)=O.C(N(CC)CC)C.C[Si]([CH:34]=[N+:35]=[N-:36])(C)C.O.C(=O)(O)[O-].[Na+]. (6) Given the product [CH3:22][C:20]1[N:21]=[C:17]([N:1]2[CH2:2][CH:3]=[C:4]([C:7]3[C:15]4[C:10](=[N:11][CH:12]=[CH:13][CH:14]=4)[NH:9][CH:8]=3)[CH2:5][CH2:6]2)[O:18][C:19]=1[C:23]1[CH:28]=[CH:27][CH:26]=[C:25]([C:29]([F:32])([F:30])[F:31])[CH:24]=1, predict the reactants needed to synthesize it. The reactants are: [NH:1]1[CH2:6][CH:5]=[C:4]([C:7]2[C:15]3[C:10](=[N:11][CH:12]=[CH:13][CH:14]=3)[NH:9][CH:8]=2)[CH2:3][CH2:2]1.Cl[C:17]1[O:18][C:19]([C:23]2[CH:28]=[CH:27][CH:26]=[C:25]([C:29]([F:32])([F:31])[F:30])[CH:24]=2)=[C:20]([CH3:22])[N:21]=1.Cl. (7) The reactants are: ClN1C(=O)C[CH2:4][C:3]1=O.[Br:9][C:10]1[C:11]([CH3:23])=[C:12]([C:16]([S:19]([CH3:22])(=[O:21])=[O:20])=[CH:17][CH:18]=1)[CH:13]=[N:14][OH:15].C=C.C(N(CC)CC)C. Given the product [Br:9][C:10]1[C:11]([CH3:23])=[C:12]([C:13]2[CH2:4][CH2:3][O:15][N:14]=2)[C:16]([S:19]([CH3:22])(=[O:21])=[O:20])=[CH:17][CH:18]=1, predict the reactants needed to synthesize it.